From a dataset of Reaction yield outcomes from USPTO patents with 853,638 reactions. Predict the reaction yield, written as a fraction of the theoretical maximum amount of product (1.0 means a 100% yield; for example, 0.34 means a 34% yield). (1) The reactants are [CH2:1]([O:3][C:4](=[O:40])[CH2:5][CH2:6][CH2:7][O:8][C:9]1[CH:14]=[CH:13][CH:12]=[C:11]([CH2:15][CH2:16][CH2:17][CH2:18][CH2:19][CH2:20][O:21][C:22]2[CH:27]=[C:26]([S:28]([CH3:31])(=[O:30])=[O:29])[CH:25]=[C:24](I)[CH:23]=2)[C:10]=1[CH2:33][CH2:34][C:35]([O:37][CH2:38][CH3:39])=[O:36])[CH3:2].[O:41]1[C:46]2[CH:47]=[CH:48][CH:49]=[CH:50][C:45]=2[O:44][CH2:43][CH:42]1B(O)O.C(=O)([O-])[O-].[Cs+].[Cs+].C(COC)OC. The catalyst is O.C(OCC)(=O)C.C1C=CC(P(C2C=CC=CC=2)[C-]2C=CC=C2)=CC=1.C1C=CC(P(C2C=CC=CC=2)[C-]2C=CC=C2)=CC=1.Cl[Pd]Cl.[Fe+2]. The product is [CH2:1]([O:3][C:4](=[O:40])[CH2:5][CH2:6][CH2:7][O:8][C:9]1[CH:14]=[CH:13][CH:12]=[C:11]([CH2:15][CH2:16][CH2:17][CH2:18][CH2:19][CH2:20][O:21][C:22]2[CH:27]=[C:26]([S:28]([CH3:31])(=[O:30])=[O:29])[CH:25]=[C:24]([C:49]3[CH:48]=[CH:47][C:46]4[O:41][CH2:42][CH2:43][O:44][C:45]=4[CH:50]=3)[CH:23]=2)[C:10]=1[CH2:33][CH2:34][C:35]([O:37][CH2:38][CH3:39])=[O:36])[CH3:2]. The yield is 0.510. (2) The reactants are [Br:1][C:2]1[CH:7]=[CH:6][CH:5]=[CH:4][C:3]=1[S:8]([C:11]1[CH:18]=[CH:17][C:14]([CH:15]=O)=[CH:13][CH:12]=1)(=[O:10])=[O:9].[F:19][C:20]1[CH:32]=[C:31]([F:33])[CH:30]=[CH:29][C:21]=1[CH2:22]P(=O)(OC)OC.C1OCCOCCOCCOCCOC1.[H-].[Na+].C(=O)([O-])[O-].[Na+].[Na+]. The catalyst is O1CCCC1.C(OCC)(=O)C. The product is [Br:1][C:2]1[CH:7]=[CH:6][CH:5]=[CH:4][C:3]=1[S:8]([C:11]1[CH:18]=[CH:17][C:14](/[CH:15]=[CH:22]/[C:21]2[CH:29]=[CH:30][C:31]([F:33])=[CH:32][C:20]=2[F:19])=[CH:13][CH:12]=1)(=[O:10])=[O:9]. The yield is 0.690. (3) The reactants are [CH:1]([S:4]([CH:6]([CH3:8])[CH3:7])=O)([CH3:3])[CH3:2].FC(F)(F)C(OC(=O)C(F)(F)F)=O.[Cl:22][C:23]1[C:28]2[O:29][CH2:30][O:31][C:27]=2[CH:26]=[C:25]([C:32]2[C:36]([C:37]([F:40])([F:39])[F:38])=[N:35][N:34]([C:41]3[N:46]=[CH:45][CH:44]=[CH:43][N:42]=3)[C:33]=2[NH2:47])[CH:24]=1. The catalyst is ClCCl.N. The product is [Cl:22][C:23]1[C:28]2[O:29][CH2:30][O:31][C:27]=2[CH:26]=[C:25]([C:32]2[C:36]([C:37]([F:39])([F:40])[F:38])=[N:35][N:34]([C:41]3[N:46]=[CH:45][CH:44]=[CH:43][N:42]=3)[C:33]=2[N:47]=[S:4]([CH:6]([CH3:8])[CH3:7])[CH:1]([CH3:3])[CH3:2])[CH:24]=1. The yield is 0.0800. (4) The reactants are [NH2:1][CH2:2][C:3]([OH:5])=[O:4].N12CCCN=C1CCCCC2.[NH2:17][C:18]1[N:41]=[C:40](Cl)[CH:39]=[CH:38][C:19]=1[C:20]([NH:22][CH2:23][C:24]1[CH:29]=[CH:28][C:27]([O:30][CH2:31][C:32]2[CH:37]=[CH:36][CH:35]=[CH:34][CH:33]=2)=[CH:26][CH:25]=1)=[O:21]. The catalyst is CS(C)=O. The product is [NH2:17][C:18]1[N:41]=[C:40]([NH:1][CH2:2][C:3]([OH:5])=[O:4])[CH:39]=[CH:38][C:19]=1[C:20](=[O:21])[NH:22][CH2:23][C:24]1[CH:29]=[CH:28][C:27]([O:30][CH2:31][C:32]2[CH:37]=[CH:36][CH:35]=[CH:34][CH:33]=2)=[CH:26][CH:25]=1. The yield is 0.440.